Dataset: Forward reaction prediction with 1.9M reactions from USPTO patents (1976-2016). Task: Predict the product of the given reaction. Given the reactants [CH3:1][C:2]1[CH:3]=[CH:4][C:5]([OH:24])=[C:6]([C@@H:8]([C:18]2[CH:19]=[CH:20][CH:21]=[CH:22][CH:23]=2)[CH2:9][CH2:10][N:11]([CH:15]([CH3:17])[CH3:16])[CH:12]([CH3:14])[CH3:13])[CH:7]=1.[C:25]([OH:37])(=[O:36])[CH2:26][NH:27][C:28]([C:30]1[CH:35]=[CH:34][CH:33]=[CH:32][CH:31]=1)=[O:29], predict the reaction product. The product is: [CH3:1][C:2]1[CH:3]=[CH:4][C:5]([OH:24])=[C:6]([C@@H:8]([C:18]2[CH:19]=[CH:20][CH:21]=[CH:22][CH:23]=2)[CH2:9][CH2:10][N:11]([CH:12]([CH3:14])[CH3:13])[CH:15]([CH3:16])[CH3:17])[CH:7]=1.[C:25]([O-:37])(=[O:36])[CH2:26][NH:27][C:28]([C:30]1[CH:31]=[CH:32][CH:33]=[CH:34][CH:35]=1)=[O:29].